The task is: Predict the product of the given reaction.. This data is from Forward reaction prediction with 1.9M reactions from USPTO patents (1976-2016). (1) Given the reactants [C:1]1([C:17]2[CH:22]=[CH:21][CH:20]=[CH:19][CH:18]=2)[CH:6]=[CH:5][C:4]([NH:7][C:8](=[O:16])[CH2:9][CH:10]2[CH2:15][CH2:14][NH:13][CH2:12][CH2:11]2)=[CH:3][CH:2]=1.[C:23](Cl)(=[O:27])[CH:24]([CH3:26])[CH3:25], predict the reaction product. The product is: [C:1]1([C:17]2[CH:18]=[CH:19][CH:20]=[CH:21][CH:22]=2)[CH:2]=[CH:3][C:4]([NH:7][C:8](=[O:16])[CH2:9][CH:10]2[CH2:15][CH2:14][N:13]([C:23](=[O:27])[CH:24]([CH3:26])[CH3:25])[CH2:12][CH2:11]2)=[CH:5][CH:6]=1. (2) Given the reactants [O:1]=[C:2]1[NH:11][C:10](=[O:12])[C:9]2[CH2:8][CH2:7][CH2:6][CH2:5][C:4]=2[N:3]1[CH2:13][CH2:14][CH2:15][C:16]([O:18]CC)=[O:17].[OH-].[Li+].C(O)C.Cl, predict the reaction product. The product is: [O:1]=[C:2]1[NH:11][C:10](=[O:12])[C:9]2[CH2:8][CH2:7][CH2:6][CH2:5][C:4]=2[N:3]1[CH2:13][CH2:14][CH2:15][C:16]([OH:18])=[O:17]. (3) Given the reactants C(Cl)(=O)C(Cl)=O.[C:7]1([CH2:13][N:14]2[CH2:19][CH2:18][O:17][CH:16]([C:20]([OH:22])=O)[CH2:15]2)[CH:12]=[CH:11][CH:10]=[CH:9][CH:8]=1.CN(C=O)C.C(N(CC)CC)C.[NH2:35][CH2:36][C:37]([C:39]1[CH:44]=[CH:43][CH:42]=[C:41]([Cl:45])[CH:40]=1)=[O:38], predict the reaction product. The product is: [Cl:45][C:41]1[CH:40]=[C:39]([C:37](=[O:38])[CH2:36][NH:35][C:20]([CH:16]2[O:17][CH2:18][CH2:19][N:14]([CH2:13][C:7]3[CH:8]=[CH:9][CH:10]=[CH:11][CH:12]=3)[CH2:15]2)=[O:22])[CH:44]=[CH:43][CH:42]=1.